Dataset: Reaction yield outcomes from USPTO patents with 853,638 reactions. Task: Predict the reaction yield, written as a fraction of the theoretical maximum amount of product (1.0 means a 100% yield; for example, 0.34 means a 34% yield). (1) The reactants are [CH3:1][N:2]([CH2:11][CH2:12][NH:13][S:14]([C:17]1[CH:22]=[C:21]([S:23]([C:26]2[CH:31]=[CH:30][CH:29]=[CH:28][CH:27]=2)(=[O:25])=[O:24])[CH:20]=[CH:19][C:18]=1[C:32]([F:35])([F:34])[F:33])(=[O:16])=[O:15])[CH2:3][C:4]([O:6]C(C)(C)C)=[O:5].[ClH:36]. The catalyst is CCOC(C)=O. The product is [ClH:36].[CH3:1][N:2]([CH2:11][CH2:12][NH:13][S:14]([C:17]1[CH:22]=[C:21]([S:23]([C:26]2[CH:31]=[CH:30][CH:29]=[CH:28][CH:27]=2)(=[O:24])=[O:25])[CH:20]=[CH:19][C:18]=1[C:32]([F:34])([F:33])[F:35])(=[O:15])=[O:16])[CH2:3][C:4]([OH:6])=[O:5]. The yield is 0.900. (2) The reactants are [Br:1][C:2]1[CH:3]=[C:4]([NH:13]C(C2C=CC=CC=2)C=C)[C:5]2[N:9]=[C:8]([CH3:10])[N:7]([CH3:11])[C:6]=2[CH:12]=1.O.[C:24]1([CH3:34])[CH:29]=[CH:28][C:27](S(O)(=O)=O)=[CH:26][CH:25]=1.C(=O)([O-])O.[Na+].O.[C:41]1(C)C=CC=C[CH:42]=1. No catalyst specified. The product is [Br:1][C:2]1[C:3]([CH2:41][CH:42]=[CH:34][C:24]2[CH:29]=[CH:28][CH:27]=[CH:26][CH:25]=2)=[C:4]([NH2:13])[C:5]2[N:9]=[C:8]([CH3:10])[N:7]([CH3:11])[C:6]=2[CH:12]=1. The yield is 0.640. (3) The reactants are [NH2:1][C:2]1[N:7]=[CH:6][C:5]([C:8]([N:10]2[C@@H:15]([CH3:16])[CH2:14][O:13][CH2:12][C@H:11]2[CH3:17])=[O:9])=[CH:4][CH:3]=1.Br[C:19]1[C:20](=[O:27])[N:21]([CH3:26])[N:22]=[C:23]([Cl:25])[CH:24]=1.C(=O)([O-])[O-].[Cs+].[Cs+].CC1(C)C2C(=C(P(C3C=CC=CC=3)C3C=CC=CC=3)C=CC=2)OC2C(P(C3C=CC=CC=3)C3C=CC=CC=3)=CC=CC1=2. The catalyst is C1C=CC(/C=C/C(/C=C/C2C=CC=CC=2)=O)=CC=1.C1C=CC(/C=C/C(/C=C/C2C=CC=CC=2)=O)=CC=1.C1C=CC(/C=C/C(/C=C/C2C=CC=CC=2)=O)=CC=1.[Pd].[Pd].O1CCOCC1. The product is [Cl:25][C:23]1[CH:24]=[C:19]([NH:1][C:2]2[CH:3]=[CH:4][C:5]([C:8]([N:10]3[C@@H:15]([CH3:16])[CH2:14][O:13][CH2:12][C@H:11]3[CH3:17])=[O:9])=[CH:6][N:7]=2)[C:20](=[O:27])[N:21]([CH3:26])[N:22]=1. The yield is 0.370. (4) The reactants are Br[C:2]1[CH:3]=[C:4]([NH2:8])[CH:5]=[N:6][CH:7]=1.[C:9]1(C)[CH:14]=[CH:13][CH:12]=[CH:11][CH:10]=1.C(=O)([O-])[O-].[Na+].[Na+].C1(B(O)O)C=CC=CC=1. The catalyst is C(O)C.C1C=CC([P]([Pd]([P](C2C=CC=CC=2)(C2C=CC=CC=2)C2C=CC=CC=2)([P](C2C=CC=CC=2)(C2C=CC=CC=2)C2C=CC=CC=2)[P](C2C=CC=CC=2)(C2C=CC=CC=2)C2C=CC=CC=2)(C2C=CC=CC=2)C2C=CC=CC=2)=CC=1. The product is [C:9]1([C:2]2[CH:3]=[C:4]([NH2:8])[CH:5]=[N:6][CH:7]=2)[CH:14]=[CH:13][CH:12]=[CH:11][CH:10]=1. The yield is 0.130. (5) The reactants are [NH:1]1[CH:5]=[CH:4][CH:3]=[C:2]1[CH:6]([C:8]1[CH:9]=[N:10][C:11]2[C:16]([CH:17]=1)=[CH:15][CH:14]=[CH:13][CH:12]=2)O.[BH4-].[Na+].O. The catalyst is CC(O)C. The product is [N:10]1[C:11]2[C:16](=[CH:15][CH:14]=[CH:13][CH:12]=2)[CH:17]=[C:8]([CH2:6][C:2]2[NH:1][CH:5]=[CH:4][CH:3]=2)[CH:9]=1. The yield is 0.750. (6) The reactants are Cl[C:2]([O:4][CH:5]([Cl:7])[CH3:6])=[O:3].ClCCl.[CH3:11][NH:12][CH2:13][C:14]([O:16][CH:17]1[CH2:23][CH2:22][CH2:21][N:20]([C:24](=[O:42])[C:25]2[CH:30]=[CH:29][C:28]([NH:31][C:32](=[O:40])[C:33]3[CH:38]=[CH:37][CH:36]=[CH:35][C:34]=3[CH3:39])=[CH:27][C:26]=2[CH3:41])[C:19]2[CH:43]=[CH:44][C:45]([Cl:47])=[CH:46][C:18]1=2)=[O:15].CN1CCOCC1. The catalyst is C(OCC)(=O)C. The product is [Cl:7][CH:5]([O:4][C:2]([CH2:11][NH:12][CH2:13][C:14]([O:16][CH:17]1[CH2:23][CH2:22][CH2:21][N:20]([C:24](=[O:42])[C:25]2[CH:30]=[CH:29][C:28]([NH:31][C:32](=[O:40])[C:33]3[CH:38]=[CH:37][CH:36]=[CH:35][C:34]=3[CH3:39])=[CH:27][C:26]=2[CH3:41])[C:19]2[CH:43]=[CH:44][C:45]([Cl:47])=[CH:46][C:18]1=2)=[O:15])=[O:3])[CH3:6]. The yield is 0.930. (7) The reactants are [F:1][C:2]1[CH:7]=[C:6](I)[CH:5]=[CH:4][C:3]=1[N:9]1[CH:14]=[C:13]([O:15][CH3:16])[C:12](=[O:17])[C:11]([C:18]2[N:22]([C:23]3[CH:28]=[CH:27][CH:26]=[CH:25][CH:24]=3)[N:21]=[CH:20][CH:19]=2)=[N:10]1.[CH3:29][C:30]1([CH3:36])[CH2:34][NH:33][C:32](=[O:35])[CH2:31]1.N[C@@H]1CCCC[C@H]1N.[O-]P([O-])([O-])=O.[K+].[K+].[K+].C([O-])(O)=O.[Na+]. The catalyst is O1CCOCC1.[Cu]I. The product is [CH3:29][C:30]1([CH3:36])[CH2:34][N:33]([C:6]2[CH:5]=[CH:4][C:3]([N:9]3[CH:14]=[C:13]([O:15][CH3:16])[C:12](=[O:17])[C:11]([C:18]4[N:22]([C:23]5[CH:28]=[CH:27][CH:26]=[CH:25][CH:24]=5)[N:21]=[CH:20][CH:19]=4)=[N:10]3)=[C:2]([F:1])[CH:7]=2)[C:32](=[O:35])[CH2:31]1. The yield is 0.600. (8) The reactants are [CH2:1]([N:8]1[CH2:13][CH2:12][CH:11]([C:14]([O:16][CH2:17][CH3:18])=[O:15])[CH2:10][CH2:9]1)[C:2]1[CH:7]=[CH:6][CH:5]=[CH:4][CH:3]=1.C[Si]([N-][Si](C)(C)C)(C)C.[Li+].[F:29][C:30]1[CH:37]=[CH:36][CH:35]=[CH:34][C:31]=1[CH2:32]Br. The catalyst is O1CCCC1. The product is [CH2:1]([N:8]1[CH2:13][CH2:12][C:11]([CH2:32][C:31]2[CH:34]=[CH:35][CH:36]=[CH:37][C:30]=2[F:29])([C:14]([O:16][CH2:17][CH3:18])=[O:15])[CH2:10][CH2:9]1)[C:2]1[CH:3]=[CH:4][CH:5]=[CH:6][CH:7]=1. The yield is 0.770. (9) The reactants are [NH2:1][C@@H:2]([C:6]1[N:15]([NH:16][C:17]2[CH:22]=[CH:21][CH:20]=[CH:19][CH:18]=2)[C:14](=[O:23])[C:13]2[C:8](=[CH:9][C:10]([Cl:24])=[CH:11][CH:12]=2)[N:7]=1)[CH2:3][C:4]#[CH:5].C(N(C(C)C)CC)(C)C.[O:34]=[C:35]1[C:43]2[C:38](=[CH:39][CH:40]=[CH:41][CH:42]=2)[C:37](=[O:44])[N:36]1[CH2:45][CH2:46][CH:47]=O.C(O[BH-](OC(=O)C)OC(=O)C)(=O)C.[Na+].C(=O)([O-])[O-].[Na+].[Na+]. The catalyst is ClCCl.ClC(Cl)C. The product is [Cl:24][C:10]1[CH:9]=[C:8]2[C:13]([C:14](=[O:23])[N:15]([NH:16][C:17]3[CH:22]=[CH:21][CH:20]=[CH:19][CH:18]=3)[C:6]([C@H:2]([NH:1][CH2:47][CH2:46][CH2:45][N:36]3[C:37](=[O:44])[C:38]4[C:43](=[CH:42][CH:41]=[CH:40][CH:39]=4)[C:35]3=[O:34])[CH2:3][C:4]#[CH:5])=[N:7]2)=[CH:12][CH:11]=1. The yield is 0.950.